Dataset: NCI-60 drug combinations with 297,098 pairs across 59 cell lines. Task: Regression. Given two drug SMILES strings and cell line genomic features, predict the synergy score measuring deviation from expected non-interaction effect. (1) Drug 1: CC1C(C(=O)NC(C(=O)N2CCCC2C(=O)N(CC(=O)N(C(C(=O)O1)C(C)C)C)C)C(C)C)NC(=O)C3=C4C(=C(C=C3)C)OC5=C(C(=O)C(=C(C5=N4)C(=O)NC6C(OC(=O)C(N(C(=O)CN(C(=O)C7CCCN7C(=O)C(NC6=O)C(C)C)C)C)C(C)C)C)N)C. Drug 2: C1C(C(OC1N2C=C(C(=O)NC2=O)F)CO)O. Cell line: 786-0. Synergy scores: CSS=18.0, Synergy_ZIP=-2.64, Synergy_Bliss=2.19, Synergy_Loewe=-2.02, Synergy_HSA=2.48. (2) Drug 1: CC1=C(C=C(C=C1)C(=O)NC2=CC(=CC(=C2)C(F)(F)F)N3C=C(N=C3)C)NC4=NC=CC(=N4)C5=CN=CC=C5. Drug 2: C1=NC2=C(N=C(N=C2N1C3C(C(C(O3)CO)O)F)Cl)N. Cell line: NCI-H522. Synergy scores: CSS=-6.43, Synergy_ZIP=-0.236, Synergy_Bliss=-4.24, Synergy_Loewe=-20.1, Synergy_HSA=-11.6. (3) Drug 1: C1CC(=O)NC(=O)C1N2CC3=C(C2=O)C=CC=C3N. Drug 2: CC1=CC2C(CCC3(C2CCC3(C(=O)C)OC(=O)C)C)C4(C1=CC(=O)CC4)C. Cell line: RPMI-8226. Synergy scores: CSS=8.54, Synergy_ZIP=-5.28, Synergy_Bliss=-3.10, Synergy_Loewe=-0.635, Synergy_HSA=-0.135. (4) Drug 2: C1=NC(=NC(=O)N1C2C(C(C(O2)CO)O)O)N. Synergy scores: CSS=4.31, Synergy_ZIP=-5.74, Synergy_Bliss=-8.27, Synergy_Loewe=-33.7, Synergy_HSA=-13.0. Drug 1: CCCCCOC(=O)NC1=NC(=O)N(C=C1F)C2C(C(C(O2)C)O)O. Cell line: ACHN. (5) Cell line: SNB-19. Drug 2: C1CN1C2=NC(=NC(=N2)N3CC3)N4CC4. Synergy scores: CSS=17.3, Synergy_ZIP=-9.00, Synergy_Bliss=2.08, Synergy_Loewe=-8.43, Synergy_HSA=0.840. Drug 1: CCN(CC)CCNC(=O)C1=C(NC(=C1C)C=C2C3=C(C=CC(=C3)F)NC2=O)C. (6) Drug 1: CS(=O)(=O)CCNCC1=CC=C(O1)C2=CC3=C(C=C2)N=CN=C3NC4=CC(=C(C=C4)OCC5=CC(=CC=C5)F)Cl. Drug 2: CCC1(C2=C(COC1=O)C(=O)N3CC4=CC5=C(C=CC(=C5CN(C)C)O)N=C4C3=C2)O.Cl. Cell line: A549. Synergy scores: CSS=22.6, Synergy_ZIP=-3.42, Synergy_Bliss=0.419, Synergy_Loewe=-15.1, Synergy_HSA=1.29. (7) Drug 1: CCC1=CC2CC(C3=C(CN(C2)C1)C4=CC=CC=C4N3)(C5=C(C=C6C(=C5)C78CCN9C7C(C=CC9)(C(C(C8N6C)(C(=O)OC)O)OC(=O)C)CC)OC)C(=O)OC.C(C(C(=O)O)O)(C(=O)O)O. Drug 2: C1=C(C(=O)NC(=O)N1)F. Cell line: UACC62. Synergy scores: CSS=60.6, Synergy_ZIP=-7.96, Synergy_Bliss=-10.9, Synergy_Loewe=-5.17, Synergy_HSA=-3.06. (8) Drug 1: CC1CCC2CC(C(=CC=CC=CC(CC(C(=O)C(C(C(=CC(C(=O)CC(OC(=O)C3CCCCN3C(=O)C(=O)C1(O2)O)C(C)CC4CCC(C(C4)OC)O)C)C)O)OC)C)C)C)OC. Drug 2: CCN(CC)CCNC(=O)C1=C(NC(=C1C)C=C2C3=C(C=CC(=C3)F)NC2=O)C. Cell line: HCC-2998. Synergy scores: CSS=-1.12, Synergy_ZIP=5.66, Synergy_Bliss=6.18, Synergy_Loewe=5.44, Synergy_HSA=0.995.